From a dataset of Experimental lipophilicity measurements (octanol/water distribution) for 4,200 compounds from AstraZeneca. Regression/Classification. Given a drug SMILES string, predict its absorption, distribution, metabolism, or excretion properties. Task type varies by dataset: regression for continuous measurements (e.g., permeability, clearance, half-life) or binary classification for categorical outcomes (e.g., BBB penetration, CYP inhibition). For this dataset (lipophilicity_astrazeneca), we predict Y. (1) The drug is CCN(C)C(=O)c1ccc(C(=C2CCN(Cc3ccc(F)cc3)CC2)c2ccccc2NC(C)=O)cc1. The Y is 2.79 logD. (2) The molecule is Cc1c(OC2CCN(CC3CCN([C@@](C)(Cc4ccc(F)cc4)C(=O)O)CC3)CC2)ccc(Cl)c1Cl. The Y is 2.98 logD. (3) The compound is NC1(c2ccc(-c3c(-c4ccccc4)ncc4nccn34)cc2)CCC1. The Y is 1.70 logD. (4) The molecule is Nc1nnc(CCSCCc2nnc(N)s2)s1. The Y is -0.100 logD.